Dataset: Reaction yield outcomes from USPTO patents with 853,638 reactions. Task: Predict the reaction yield, written as a fraction of the theoretical maximum amount of product (1.0 means a 100% yield; for example, 0.34 means a 34% yield). (1) The reactants are NC1C=CC=CN=1.C(=O)CCCC.[CH3:14][C:15]1C(N)=C[C:29]2[C:17](=N[C:19]3[CH:24]=[CH:23][C:22]([N:25](C)C)=C[C:20]=3[N:28]=2)[CH:16]=1.Cl.C([BH3-])#N.[Na+]. The catalyst is CO.O.C(O)(=O)C. The product is [CH2:29]([NH:28][C:20]1[CH:19]=[CH:24][CH:23]=[CH:22][N:25]=1)[CH2:17][CH2:16][CH2:15][CH3:14]. The yield is 0.950. (2) The reactants are [OH-].[Na+].[OH:3][CH:4]1[CH2:9][CH2:8][N:7]([C:10]2[N:15]=[C:14]([C:16]([NH:18][C:19]3[C:29]([CH3:30])=[CH:28][C:22]([C:23]([O:25]CC)=[O:24])=[CH:21][C:20]=3[CH3:31])=[O:17])[C:13]([CH3:32])=[CH:12][CH:11]=2)[CH2:6][CH2:5]1.CO. The catalyst is C1COCC1. The product is [OH:3][CH:4]1[CH2:9][CH2:8][N:7]([C:10]2[N:15]=[C:14]([C:16]([NH:18][C:19]3[C:20]([CH3:31])=[CH:21][C:22]([C:23]([OH:25])=[O:24])=[CH:28][C:29]=3[CH3:30])=[O:17])[C:13]([CH3:32])=[CH:12][CH:11]=2)[CH2:6][CH2:5]1. The yield is 0.770.